This data is from Reaction yield outcomes from USPTO patents with 853,638 reactions. The task is: Predict the reaction yield, written as a fraction of the theoretical maximum amount of product (1.0 means a 100% yield; for example, 0.34 means a 34% yield). The reactants are [NH2:1][C:2]1[C:7]([O:8][CH2:9][CH:10]2[CH2:15][CH2:14][N:13]([C:16]3[N:21]=[C:20]([Cl:22])[N:19]=[C:18]([C:23]([O:25]C)=O)[CH:17]=3)[CH2:12][CH2:11]2)=[CH:6][C:5]([C:27]2[N:28]=[N:29][N:30]([CH3:33])[C:31]=2[CH3:32])=[CH:4][N:3]=1.Cl.[CH2:35]([NH2:37])[CH3:36]. The catalyst is CCO. The product is [NH2:1][C:2]1[C:7]([O:8][CH2:9][CH:10]2[CH2:11][CH2:12][N:13]([C:16]3[N:21]=[C:20]([Cl:22])[N:19]=[C:18]([C:23]([NH:37][CH2:35][CH3:36])=[O:25])[CH:17]=3)[CH2:14][CH2:15]2)=[CH:6][C:5]([C:27]2[N:28]=[N:29][N:30]([CH3:33])[C:31]=2[CH3:32])=[CH:4][N:3]=1. The yield is 0.910.